From a dataset of Full USPTO retrosynthesis dataset with 1.9M reactions from patents (1976-2016). Predict the reactants needed to synthesize the given product. (1) Given the product [NH:15]1[C:6]2[C:5](=[CH:14][CH:13]=[C:8]([C:9]([O:11][CH3:12])=[O:10])[CH:7]=2)[CH:4]=[CH:3]1, predict the reactants needed to synthesize it. The reactants are: CN(C)/[CH:3]=[CH:4]/[C:5]1[CH:14]=[CH:13][C:8]([C:9]([O:11][CH3:12])=[O:10])=[CH:7][C:6]=1[N+:15]([O-])=O.[H][H]. (2) Given the product [Cl:1][C:2]1[CH:7]=[CH:6][CH:5]=[C:4]([Cl:8])[C:3]=1[CH2:9][O:10][C:12]1[CH:17]=[CH:16][C:15]2[C:18]3([CH2:33][O:34][C:14]=2[CH:13]=1)[CH2:23][CH2:22][N:21]([CH2:24][CH2:25][C:26]([O:28][C:29]([CH3:30])([CH3:31])[CH3:32])=[O:27])[CH2:20][CH2:19]3, predict the reactants needed to synthesize it. The reactants are: [Cl:1][C:2]1[CH:7]=[CH:6][CH:5]=[C:4]([Cl:8])[C:3]=1[CH2:9][OH:10].O[C:12]1[CH:17]=[CH:16][C:15]2[C:18]3([CH2:33][O:34][C:14]=2[CH:13]=1)[CH2:23][CH2:22][N:21]([CH2:24][CH2:25][C:26]([O:28][C:29]([CH3:32])([CH3:31])[CH3:30])=[O:27])[CH2:20][CH2:19]3.C1(P(C2C=CC=CC=2)C2C=CC=CC=2)C=CC=CC=1.CC(OC(/N=N/C(OC(C)C)=O)=O)C.Cl.C(O)C. (3) Given the product [CH:10]1([CH2:9][O:8][C:4]2[CH:3]=[C:2]([B:16]3[O:17][C:18]([CH3:20])([CH3:19])[C:14]([CH3:30])([CH3:13])[O:15]3)[CH:7]=[CH:6][N:5]=2)[CH2:12][CH2:11]1, predict the reactants needed to synthesize it. The reactants are: Br[C:2]1[CH:7]=[CH:6][N:5]=[C:4]([O:8][CH2:9][CH:10]2[CH2:12][CH2:11]2)[CH:3]=1.[CH3:13][C:14]1([CH3:30])[C:18]([CH3:20])([CH3:19])[O:17][B:16]([B:16]2[O:17][C:18]([CH3:20])([CH3:19])[C:14]([CH3:30])([CH3:13])[O:15]2)[O:15]1.C([O-])(=O)C.[K+]. (4) Given the product [C:1]([C:3]1[CH:4]=[C:5]([C:13]2[O:14][C:17]([C:18]3[CH:23]=[CH:22][C:21]([Br:24])=[CH:20][C:19]=3[CH3:25])=[N:16][N:15]=2)[CH:6]=[CH:7][C:8]=1[O:9][CH:10]([CH3:11])[CH3:12])#[N:2], predict the reactants needed to synthesize it. The reactants are: [C:1]([C:3]1[CH:4]=[C:5]([C:13]([NH:15][NH:16][C:17](=O)[C:18]2[CH:23]=[CH:22][C:21]([Br:24])=[CH:20][C:19]=2[CH3:25])=[O:14])[CH:6]=[CH:7][C:8]=1[O:9][CH:10]([CH3:12])[CH3:11])#[N:2].P(Cl)(Cl)(Cl)=O. (5) Given the product [Cl:1][C:2]1[C:3]2[C:10]([I:32])=[C:9]([CH3:11])[N:8]([CH2:12][C@@H:13]3[CH2:17][CH2:16][CH2:15][N:14]3[C:18]([O:20][C:21]([CH3:24])([CH3:23])[CH3:22])=[O:19])[C:4]=2[N:5]=[CH:6][N:7]=1, predict the reactants needed to synthesize it. The reactants are: [Cl:1][C:2]1[C:3]2[CH:10]=[C:9]([CH3:11])[N:8]([CH2:12][C@@H:13]3[CH2:17][CH2:16][CH2:15][N:14]3[C:18]([O:20][C:21]([CH3:24])([CH3:23])[CH3:22])=[O:19])[C:4]=2[N:5]=[CH:6][N:7]=1.C1C(=O)N([I:32])C(=O)C1. (6) Given the product [NH2:1][C:2]1[N:3]=[C:4]([Cl:23])[C:5]2[N:22]=[N:27][N:8]([CH2:9][C:10]3[N:15]=[C:14]([N:16]4[CH2:20][CH2:19][CH2:18][C:17]4=[O:21])[CH:13]=[CH:12][CH:11]=3)[C:6]=2[N:7]=1, predict the reactants needed to synthesize it. The reactants are: [NH2:1][C:2]1[N:7]=[C:6]([NH:8][CH2:9][C:10]2[N:15]=[C:14]([N:16]3[CH2:20][CH2:19][CH2:18][C:17]3=[O:21])[CH:13]=[CH:12][CH:11]=2)[C:5]([NH2:22])=[C:4]([Cl:23])[N:3]=1.CCO.[N:27]([O-])=O.[Na+].